This data is from Reaction yield outcomes from USPTO patents with 853,638 reactions. The task is: Predict the reaction yield, written as a fraction of the theoretical maximum amount of product (1.0 means a 100% yield; for example, 0.34 means a 34% yield). (1) The catalyst is C1C=CC(/C=C/C(/C=C/C2C=CC=CC=2)=O)=CC=1.C1C=CC(/C=C/C(/C=C/C2C=CC=CC=2)=O)=CC=1.[Pd].C1(P(C2CCCCC2)C2CCCCC2)CCCCC1. The product is [C:33]([C:37]1[CH:38]=[C:39]2[C:44](=[C:45]([F:47])[CH:46]=1)[C:43](=[O:48])[N:42]([C:49]1[CH:54]=[CH:53][CH:52]=[C:51]([C:6]3[CH:5]=[C:4]([NH:17][C:18]4[CH:23]=[CH:22][C:21]([C:24]([N:26]5[CH2:27][CH2:28][O:29][CH2:30][CH2:31]5)=[O:25])=[CH:20][N:19]=4)[C:3](=[O:32])[N:2]([CH3:1])[CH:7]=3)[C:50]=1[CH2:56][OH:57])[N:41]=[CH:40]2)([CH3:36])([CH3:34])[CH3:35]. The yield is 0.680. The reactants are [CH3:1][N:2]1[CH:7]=[C:6](B2OC(C)(C)C(C)(C)O2)[CH:5]=[C:4]([NH:17][C:18]2[CH:23]=[CH:22][C:21]([C:24]([N:26]3[CH2:31][CH2:30][O:29][CH2:28][CH2:27]3)=[O:25])=[CH:20][N:19]=2)[C:3]1=[O:32].[C:33]([C:37]1[CH:38]=[C:39]2[C:44](=[C:45]([F:47])[CH:46]=1)[C:43](=[O:48])[N:42]([C:49]1[CH:54]=[CH:53][CH:52]=[C:51](Cl)[C:50]=1[CH2:56][OH:57])[N:41]=[CH:40]2)([CH3:36])([CH3:35])[CH3:34].C(=O)([O-])[O-].[K+].[K+]. (2) The reactants are CCN(C(C)C)C(C)C.[NH:10]([C:12]([C:14]1([CH2:17][NH:18][C:19](=[O:25])[O:20][C:21]([CH3:24])([CH3:23])[CH3:22])[CH2:16][CH2:15]1)=[O:13])[NH2:11].[CH2:26]([O:33][N:34]1[C:40](=[O:41])[N:39]2[CH2:42][C@H:35]1[CH2:36][CH2:37][CH:38]2[C:43](O)=[O:44])[C:27]1[CH:32]=[CH:31][CH:30]=[CH:29][CH:28]=1.CN(C(ON1N=NC2C=CC=NC1=2)=[N+](C)C)C.F[P-](F)(F)(F)(F)F. The catalyst is C(Cl)Cl. The product is [C:21]([O:20][C:19](=[O:25])[NH:18][CH2:17][C:14]1([C:12]([NH:10][NH:11][C:43]([CH:38]2[CH2:37][CH2:36][C@@H:35]3[CH2:42][N:39]2[C:40](=[O:41])[N:34]3[O:33][CH2:26][C:27]2[CH:32]=[CH:31][CH:30]=[CH:29][CH:28]=2)=[O:44])=[O:13])[CH2:16][CH2:15]1)([CH3:22])([CH3:24])[CH3:23]. The yield is 0.850. (3) The reactants are Br[C:2]1[S:6][C:5]([NH:7][C:8]([NH:10][C:11]2[CH:16]=[CH:15][C:14]([CH3:17])=[CH:13][C:12]=2[C:18]([CH:20]2[CH2:24][CH2:23][CH2:22][CH2:21]2)=[O:19])=[O:9])=[N:4][CH:3]=1.[CH3:25][O:26][C:27](=[O:35])[C:28]1[CH:33]=[CH:32][CH:31]=[N:30][C:29]=1[SH:34]. No catalyst specified. The product is [CH3:25][O:26][C:27](=[O:35])[C:28]1[CH:33]=[CH:32][CH:31]=[N:30][C:29]=1[S:34][C:2]1[S:6][C:5]([NH:7][C:8]([NH:10][C:11]2[CH:16]=[CH:15][C:14]([CH3:17])=[CH:13][C:12]=2[C:18]([CH:20]2[CH2:24][CH2:23][CH2:22][CH2:21]2)=[O:19])=[O:9])=[N:4][CH:3]=1. The yield is 0.250. (4) The catalyst is ClCCl.O. The yield is 0.590. The product is [Cl:32][CH2:33][C:34]1([C:38]([O:40][CH2:41][CH3:42])=[O:39])[CH2:37][N:36]([C:20]([CH:17]2[CH2:16][CH2:15][C:14]([F:13])([F:23])[CH2:19][CH2:18]2)=[O:22])[CH2:35]1. The reactants are Cl.CN(C)CCCN=C=NCC.[F:13][C:14]1([F:23])[CH2:19][CH2:18][CH:17]([C:20]([OH:22])=O)[CH2:16][CH2:15]1.C(N(CC)CC)C.Cl.[Cl:32][CH2:33][C:34]1([C:38]([O:40][CH2:41][CH3:42])=[O:39])[CH2:37][NH:36][CH2:35]1. (5) The reactants are [CH2:1]([O:3][C:4](=[O:25])[CH2:5][N:6]([C:18]([O:20][C:21]([CH3:24])([CH3:23])[CH3:22])=[O:19])[CH2:7][C:8]1[CH:13]=[C:12]([Cl:14])[CH:11]=[CH:10][C:9]=1[N+:15]([O-])=O)[CH3:2].[H][H]. The catalyst is C(OCC)(=O)C.[Pd].[Br-].[Zn+2].[Br-]. The product is [CH2:1]([O:3][C:4](=[O:25])[CH2:5][N:6]([CH2:7][C:8]1[CH:13]=[C:12]([Cl:14])[CH:11]=[CH:10][C:9]=1[NH2:15])[C:18]([O:20][C:21]([CH3:24])([CH3:22])[CH3:23])=[O:19])[CH3:2]. The yield is 0.955.